This data is from Buchwald-Hartwig C-N cross coupling reaction yields with 55,370 reactions. The task is: Predict the reaction yield, written as a fraction of the theoretical maximum amount of product (1.0 means a 100% yield; for example, 0.34 means a 34% yield). The reactants are Clc1cccnc1.Cc1ccc(N)cc1.O=S(=O)(O[Pd]1c2ccccc2-c2ccccc2N~1)C(F)(F)F.CC(C)c1cc(C(C)C)c(-c2ccccc2P(C2CCCCC2)C2CCCCC2)c(C(C)C)c1.CCN=P(N=P(N(C)C)(N(C)C)N(C)C)(N(C)C)N(C)C.c1ccc2nocc2c1. No catalyst specified. The product is Cc1ccc(Nc2cccnc2)cc1. The yield is 0.0324.